From a dataset of NCI-60 drug combinations with 297,098 pairs across 59 cell lines. Regression. Given two drug SMILES strings and cell line genomic features, predict the synergy score measuring deviation from expected non-interaction effect. Drug 1: C1=CC(=CC=C1C#N)C(C2=CC=C(C=C2)C#N)N3C=NC=N3. Drug 2: B(C(CC(C)C)NC(=O)C(CC1=CC=CC=C1)NC(=O)C2=NC=CN=C2)(O)O. Cell line: SR. Synergy scores: CSS=51.7, Synergy_ZIP=3.88, Synergy_Bliss=4.81, Synergy_Loewe=-20.4, Synergy_HSA=-1.48.